From a dataset of Forward reaction prediction with 1.9M reactions from USPTO patents (1976-2016). Predict the product of the given reaction. (1) Given the reactants [C:1]1([CH2:7][CH2:8][CH2:9][CH:10]([NH:20][C:21](=[O:31])[CH2:22][C:23]([N:25]2[CH2:30][CH2:29][NH:28][CH2:27][CH2:26]2)=[O:24])[CH2:11][CH2:12][CH2:13][C:14]2[CH:19]=[CH:18][CH:17]=[CH:16][CH:15]=2)[CH:6]=[CH:5][CH:4]=[CH:3][CH:2]=1.[O:32]1[CH2:34][C@@H:33]1[CH2:35][O:36][C:37]1[CH:46]=[CH:45][CH:44]=[C:43]2[C:38]=1[CH:39]=[CH:40][CH:41]=[N:42]2, predict the reaction product. The product is: [C:1]1([CH2:7][CH2:8][CH2:9][CH:10]([NH:20][C:21](=[O:31])[CH2:22][C:23]([N:25]2[CH2:30][CH2:29][N:28]([CH2:34][C@@H:33]([OH:32])[CH2:35][O:36][C:37]3[CH:46]=[CH:45][CH:44]=[C:43]4[C:38]=3[CH:39]=[CH:40][CH:41]=[N:42]4)[CH2:27][CH2:26]2)=[O:24])[CH2:11][CH2:12][CH2:13][C:14]2[CH:15]=[CH:16][CH:17]=[CH:18][CH:19]=2)[CH:2]=[CH:3][CH:4]=[CH:5][CH:6]=1. (2) Given the reactants [CH3:1][S:2][CH:3]([O:9][C:10]1[CH:15]=[C:14]([CH3:16])[C:13]([CH3:17])=[C:12]([CH3:18])[CH:11]=1)[C:4]([O:6]CC)=[O:5].[OH-].[Na+], predict the reaction product. The product is: [CH3:1][S:2][CH:3]([O:9][C:10]1[CH:15]=[C:14]([CH3:16])[C:13]([CH3:17])=[C:12]([CH3:18])[CH:11]=1)[C:4]([OH:6])=[O:5]. (3) Given the reactants [F:1][C:2]([F:21])([F:20])[C:3]1[CH:8]=[CH:7][C:6]([C:9]([C:11]2[CH:19]=[CH:18][C:14]([C:15](O)=[O:16])=[CH:13][CH:12]=2)=[O:10])=[CH:5][CH:4]=1.S(Cl)([Cl:24])=O, predict the reaction product. The product is: [F:1][C:2]([F:21])([F:20])[C:3]1[CH:8]=[CH:7][C:6]([C:9]([C:11]2[CH:19]=[CH:18][C:14]([C:15]([Cl:24])=[O:16])=[CH:13][CH:12]=2)=[O:10])=[CH:5][CH:4]=1. (4) Given the reactants [CH:1]([N:4]1[CH2:9][CH2:8][N:7]([C:10]([CH:12]2[CH2:17][CH2:16][NH:15][CH2:14][CH2:13]2)=[O:11])[CH2:6][CH2:5]1)([CH3:3])[CH3:2].[Cl:18][C:19]1[CH:24]=[CH:23][N:22]=[C:21]([C:25]#[N:26])[CH:20]=1.C(=O)([O-])[O-].[K+].[K+].Cl, predict the reaction product. The product is: [ClH:18].[CH:1]([N:4]1[CH2:9][CH2:8][N:7]([C:10]([CH:12]2[CH2:13][CH2:14][N:15]([C:19]3[CH:24]=[CH:23][N:22]=[C:21]([C:25]#[N:26])[CH:20]=3)[CH2:16][CH2:17]2)=[O:11])[CH2:6][CH2:5]1)([CH3:3])[CH3:2]. (5) Given the reactants [F:8][C:7]([F:10])([F:9])[C:6](O[C:6](=[O:11])[C:7]([F:10])([F:9])[F:8])=[O:11].[Cl:14][C:15]1[C:24]2[C:19](=[CH:20][CH:21]=[CH:22][CH:23]=2)[C:18]([O:25][CH2:26][CH:27]2[CH2:32][CH2:31][NH:30][CH2:29][CH2:28]2)=[C:17]([C:33]([NH:35][C:36]([CH3:42])([CH2:40][CH3:41])[C:37]([OH:39])=[O:38])=[O:34])[CH:16]=1, predict the reaction product. The product is: [Cl:14][C:15]1[C:24]2[C:19](=[CH:20][CH:21]=[CH:22][CH:23]=2)[C:18]([O:25][CH2:26][CH:27]2[CH2:32][CH2:31][N:30]([C:6](=[O:11])[C:7]([F:8])([F:9])[F:10])[CH2:29][CH2:28]2)=[C:17]([C:33]([NH:35][C:36]([CH3:42])([CH2:40][CH3:41])[C:37]([OH:39])=[O:38])=[O:34])[CH:16]=1. (6) Given the reactants [F:1][C:2]1[CH:3]=[C:4]([N+:29]([O-])=[O:30])[C:5]([C:12](=[O:28])/[C:13](/[C:22]2[N:26]([CH3:27])[N:25]=[CH:24][N:23]=2)=[CH:14]/[C:15]2[CH:20]=[CH:19][C:18]([F:21])=[CH:17][CH:16]=2)=[C:6]([CH:11]=1)[C:7]([O:9][CH3:10])=[O:8], predict the reaction product. The product is: [F:1][C:2]1[CH:11]=[C:6]([C:7]([O:9][CH3:10])=[O:8])[C:5]2[C:12](=[O:28])[CH:13]([C:22]3[N:26]([CH3:27])[N:25]=[CH:24][N:23]=3)[CH:14]([C:15]3[CH:16]=[CH:17][C:18]([F:21])=[CH:19][CH:20]=3)[N:29]([OH:30])[C:4]=2[CH:3]=1. (7) Given the reactants [C:1]([NH:5][C:6]([C:8]1[S:25][C:11]2[N:12]=[C:13]([S:23][CH3:24])[N:14]=[C:15]([C:16]3[CH:21]=[CH:20][CH:19]=[C:18]([OH:22])[CH:17]=3)[C:10]=2[C:9]=1[NH2:26])=[O:7])([CH3:4])([CH3:3])[CH3:2].Cl[C:28]([O:30][C:31]1[CH:36]=[CH:35][CH:34]=[CH:33][CH:32]=1)=[O:29], predict the reaction product. The product is: [C:1]([NH:5][C:6]([C:8]1[S:25][C:11]2[N:12]=[C:13]([S:23][CH3:24])[N:14]=[C:15]([C:16]3[CH:21]=[CH:20][CH:19]=[C:18]([O:22][C:28]([O:30][C:31]4[CH:36]=[CH:35][CH:34]=[CH:33][CH:32]=4)=[O:29])[CH:17]=3)[C:10]=2[C:9]=1[NH2:26])=[O:7])([CH3:4])([CH3:2])[CH3:3].